From a dataset of NCI-60 drug combinations with 297,098 pairs across 59 cell lines. Regression. Given two drug SMILES strings and cell line genomic features, predict the synergy score measuring deviation from expected non-interaction effect. (1) Drug 1: C1=NC2=C(N1)C(=S)N=C(N2)N. Drug 2: C1CCC(C(C1)N)N.C(=O)(C(=O)[O-])[O-].[Pt+4]. Cell line: M14. Synergy scores: CSS=36.4, Synergy_ZIP=-11.6, Synergy_Bliss=-4.05, Synergy_Loewe=-5.44, Synergy_HSA=-3.08. (2) Drug 1: C1=NC2=C(N1)C(=S)N=CN2. Drug 2: CC1=C(C(=O)C2=C(C1=O)N3CC4C(C3(C2COC(=O)N)OC)N4)N. Cell line: HCT116. Synergy scores: CSS=65.2, Synergy_ZIP=-3.69, Synergy_Bliss=-6.43, Synergy_Loewe=-8.44, Synergy_HSA=-1.26. (3) Drug 1: CCN(CC)CCNC(=O)C1=C(NC(=C1C)C=C2C3=C(C=CC(=C3)F)NC2=O)C. Drug 2: CC1C(C(CC(O1)OC2CC(CC3=C2C(=C4C(=C3O)C(=O)C5=CC=CC=C5C4=O)O)(C(=O)C)O)N)O. Cell line: OVCAR-5. Synergy scores: CSS=38.8, Synergy_ZIP=4.50, Synergy_Bliss=8.32, Synergy_Loewe=-17.1, Synergy_HSA=7.49. (4) Drug 1: C1=NC(=NC(=O)N1C2C(C(C(O2)CO)O)O)N. Drug 2: CC1C(C(CC(O1)OC2CC(CC3=C2C(=C4C(=C3O)C(=O)C5=C(C4=O)C(=CC=C5)OC)O)(C(=O)CO)O)N)O.Cl. Cell line: RPMI-8226. Synergy scores: CSS=58.9, Synergy_ZIP=-8.00, Synergy_Bliss=-9.31, Synergy_Loewe=-8.12, Synergy_HSA=-4.64. (5) Drug 1: CN1CCC(CC1)COC2=C(C=C3C(=C2)N=CN=C3NC4=C(C=C(C=C4)Br)F)OC. Drug 2: CN(CCCl)CCCl.Cl. Cell line: SF-268. Synergy scores: CSS=2.33, Synergy_ZIP=-2.11, Synergy_Bliss=-3.22, Synergy_Loewe=-14.2, Synergy_HSA=-7.49. (6) Drug 1: C1=NNC2=C1C(=O)NC=N2. Drug 2: CC(C)NC(=O)C1=CC=C(C=C1)CNNC.Cl. Cell line: LOX IMVI. Synergy scores: CSS=4.37, Synergy_ZIP=-2.58, Synergy_Bliss=-1.82, Synergy_Loewe=2.23, Synergy_HSA=0.316.